This data is from Reaction yield outcomes from USPTO patents with 853,638 reactions. The task is: Predict the reaction yield, written as a fraction of the theoretical maximum amount of product (1.0 means a 100% yield; for example, 0.34 means a 34% yield). The reactants are [CH3:1][O:2][C:3]1[CH:4]=[C:5]2[C:10](=[CH:11][C:12]=1[O:13][CH2:14][CH2:15][O:16][CH3:17])[N:9]=[CH:8][N:7]=[C:6]2[S:18][C:19]1[CH:20]=[C:21]([CH:23]=[CH:24][CH:25]=1)[NH2:22].[C:26]([C:28]([C:31]1[CH:32]=[C:33]([NH:37][C:38](=O)[O:39]C2C=CC=CC=2)[CH:34]=[CH:35][CH:36]=1)([CH3:30])[CH3:29])#[N:27]. The catalyst is C1COCC1.CN(C1C=CN=CC=1)C. The product is [C:26]([C:28]([C:31]1[CH:32]=[C:33]([NH:37][C:38]([NH:22][C:21]2[CH:23]=[CH:24][CH:25]=[C:19]([S:18][C:6]3[C:5]4[C:10](=[CH:11][C:12]([O:13][CH2:14][CH2:15][O:16][CH3:17])=[C:3]([O:2][CH3:1])[CH:4]=4)[N:9]=[CH:8][N:7]=3)[CH:20]=2)=[O:39])[CH:34]=[CH:35][CH:36]=1)([CH3:30])[CH3:29])#[N:27]. The yield is 0.230.